From a dataset of Forward reaction prediction with 1.9M reactions from USPTO patents (1976-2016). Predict the product of the given reaction. (1) The product is: [OH:1][C:2]1[CH:9]=[CH:8][C:7]([O:10][CH3:11])=[CH:6][C:3]=1[CH:4]=[N:13][OH:14]. Given the reactants [OH:1][C:2]1[CH:9]=[CH:8][C:7]([O:10][CH3:11])=[CH:6][C:3]=1[CH:4]=O.Cl.[NH2:13][OH:14].N1C=CC=CC=1, predict the reaction product. (2) Given the reactants [C:1]1([C:29]2[CH:34]=[CH:33][CH:32]=[CH:31][CH:30]=2)[CH:6]=[CH:5][C:4](NC2C=CC3C(C4C=CC=CC=4)=C(C4C=CC=CC=4)OC=3C=2)=[CH:3][CH:2]=1.[I:35]C1C=CC=CC=1, predict the reaction product. The product is: [I:35][C:4]1[CH:5]=[CH:6][C:1]([C:29]2[CH:34]=[CH:33][CH:32]=[CH:31][CH:30]=2)=[CH:2][CH:3]=1. (3) Given the reactants [C@@H:1]12[N:8]([C:9]3[CH:14]=[C:13]([CH3:15])[N:12]=[C:11]([N:16]([CH3:18])[CH3:17])[N:10]=3)[CH2:7][C@@H:6]1[CH2:5][CH2:4][NH:3][CH2:2]2.CC1C=C(C)N=C(N2[C@@H]3[C@@H](CCNC3)C2)N=1.[F:35][C:36]1[CH:44]=[CH:43][CH:42]=[C:41]([N:45]2[N:49]=[CH:48][CH:47]=[N:46]2)[C:37]=1[C:38](O)=[O:39].S1C=CC=C1C1C=CC=CC=1C(O)=O, predict the reaction product. The product is: [CH3:18][N:16]([CH3:17])[C:11]1[N:10]=[C:9]([N:8]2[C@@H:1]3[C@@H:6]([CH2:5][CH2:4][N:3]([C:38]([C:37]4[C:41]([N:45]5[N:49]=[CH:48][CH:47]=[N:46]5)=[CH:42][CH:43]=[CH:44][C:36]=4[F:35])=[O:39])[CH2:2]3)[CH2:7]2)[CH:14]=[C:13]([CH3:15])[N:12]=1. (4) Given the reactants [C:1](Cl)(=[O:4])[CH:2]=[CH2:3].[Cl:6][C:7]1[C:8]([C:30]2[CH:31]=[N:32][N:33]3[CH:38]=[CH:37][CH:36]=[CH:35][C:34]=23)=[N:9][C:10]([NH:13][C:14]2[CH:15]=[C:16]([NH2:29])[C:17]([N:22]([CH2:24][CH2:25][N:26]([CH3:28])[CH3:27])[CH3:23])=[CH:18][C:19]=2[O:20][CH3:21])=[N:11][CH:12]=1.CCN(C(C)C)C(C)C, predict the reaction product. The product is: [Cl:6][C:7]1[C:8]([C:30]2[CH:31]=[N:32][N:33]3[CH:38]=[CH:37][CH:36]=[CH:35][C:34]=23)=[N:9][C:10]([NH:13][C:14]2[C:19]([O:20][CH3:21])=[CH:18][C:17]([N:22]([CH2:24][CH2:25][N:26]([CH3:27])[CH3:28])[CH3:23])=[C:16]([NH:29][C:1](=[O:4])[CH:2]=[CH2:3])[CH:15]=2)=[N:11][CH:12]=1. (5) Given the reactants [NH:1]1[C:9]2[C:4](=[CH:5][C:6]([CH:10]([C:12]3[CH:17]=[CH:16][CH:15]=[CH:14][CH:13]=3)O)=[CH:7][CH:8]=2)[CH:3]=[N:2]1.[CH3:18][O:19][C:20]([O:23][Si](C)(C)C)=[CH:21][CH3:22].C(Cl)Cl, predict the reaction product. The product is: [NH:1]1[C:9]2[C:4](=[CH:5][C:6]([CH:10]([C:12]3[CH:17]=[CH:16][CH:15]=[CH:14][CH:13]=3)[CH:21]([CH3:22])[C:20]([O:19][CH3:18])=[O:23])=[CH:7][CH:8]=2)[CH:3]=[N:2]1. (6) Given the reactants [Cl:1][C:2]1[C:10]2[C:5](=[CH:6][CH:7]=[CH:8][CH:9]=2)[NH:4][C:3]=1[C:11]1[N:12]=[N:13][N:14]([CH3:16])[N:15]=1.[F:17][C:18]1[CH:19]=[C:20](B(O)O)[CH:21]=[CH:22][C:23]=1[CH2:24][NH:25]C(OC(C)(C)C)=O, predict the reaction product. The product is: [ClH:1].[Cl:1][C:2]1[C:10]2[C:5](=[CH:6][CH:7]=[CH:8][CH:9]=2)[N:4]([C:20]2[CH:21]=[CH:22][C:23]([CH2:24][NH2:25])=[C:18]([F:17])[CH:19]=2)[C:3]=1[C:11]1[N:12]=[N:13][N:14]([CH3:16])[N:15]=1. (7) The product is: [F:16][CH:17]1[CH2:22][CH2:21][N:20]([C:2]2[CH:7]=[C:6]([C:8]([F:11])([F:10])[F:9])[CH:5]=[C:4]([N+:12]([O-:14])=[O:13])[CH:3]=2)[CH2:19][CH2:18]1. Given the reactants Br[C:2]1[CH:7]=[C:6]([C:8]([F:11])([F:10])[F:9])[CH:5]=[C:4]([N+:12]([O-:14])=[O:13])[CH:3]=1.Cl.[F:16][CH:17]1[CH2:22][CH2:21][NH:20][CH2:19][CH2:18]1.C(=O)([O-])[O-].[Cs+].[Cs+], predict the reaction product.